From a dataset of Forward reaction prediction with 1.9M reactions from USPTO patents (1976-2016). Predict the product of the given reaction. Given the reactants Cl[CH2:2][CH2:3][N:4]1[CH2:9][CH2:8][CH:7]([C:10]([O:12][CH2:13][CH3:14])=[O:11])[CH2:6][CH2:5]1.[Li+].CC([N-]C(C)C)C, predict the reaction product. The product is: [N:4]12[CH2:9][CH2:8][C:7]([C:10]([O:12][CH2:13][CH3:14])=[O:11])([CH2:6][CH2:5]1)[CH2:2][CH2:3]2.